From a dataset of Peptide-MHC class I binding affinity with 185,985 pairs from IEDB/IMGT. Regression. Given a peptide amino acid sequence and an MHC pseudo amino acid sequence, predict their binding affinity value. This is MHC class I binding data. (1) The peptide sequence is GEVGLDLTV. The MHC is HLA-A31:01 with pseudo-sequence HLA-A31:01. The binding affinity (normalized) is 0.0847. (2) The peptide sequence is AAERGPGQML. The MHC is HLA-A03:01 with pseudo-sequence HLA-A03:01. The binding affinity (normalized) is 0. (3) The peptide sequence is ATFSRPGSL. The MHC is HLA-A03:01 with pseudo-sequence HLA-A03:01. The binding affinity (normalized) is 0.0847. (4) The peptide sequence is NRYGVAYVY. The MHC is HLA-B08:02 with pseudo-sequence HLA-B08:02. The binding affinity (normalized) is 0.0847. (5) The binding affinity (normalized) is 0.0847. The MHC is HLA-A01:01 with pseudo-sequence HLA-A01:01. The peptide sequence is YIASIFMPR. (6) The peptide sequence is KSQAKKPEVR. The MHC is HLA-A31:01 with pseudo-sequence HLA-A31:01. The binding affinity (normalized) is 0.473. (7) The peptide sequence is RTGTRLLGR. The MHC is HLA-A69:01 with pseudo-sequence HLA-A69:01. The binding affinity (normalized) is 0.0847. (8) The peptide sequence is PEKGGRKPA. The MHC is Mamu-A11 with pseudo-sequence Mamu-A11. The binding affinity (normalized) is 0.0886.